From a dataset of Full USPTO retrosynthesis dataset with 1.9M reactions from patents (1976-2016). Predict the reactants needed to synthesize the given product. (1) The reactants are: O[C:2]1[C:3]2[CH:11]=[CH:10][CH:9]=[N:8][C:4]=2[N:5]=[CH:6][N:7]=1.O=P(Cl)(Cl)[Cl:14]. Given the product [Cl:14][C:2]1[C:3]2[CH:11]=[CH:10][CH:9]=[N:8][C:4]=2[N:5]=[CH:6][N:7]=1, predict the reactants needed to synthesize it. (2) Given the product [Cl:34][C:35]1[CH:36]=[CH:37][C:38]([C:41]([C:43]2[N:51]3[C:46]([CH:47]=[C:48]([O:52][CH2:70][C:71]4[CH:80]=[CH:79][C:78]5[C:73](=[CH:74][CH:75]=[CH:76][CH:77]=5)[N:72]=4)[CH:49]=[CH:50]3)=[C:45]([C:53](=[O:58])[C:54]([CH3:56])([CH3:57])[CH3:55])[C:44]=2[CH2:59][C:60]([CH3:66])([CH3:67])[C:61]([O:63][CH2:64][CH3:65])=[O:62])=[O:42])=[CH:39][CH:40]=1, predict the reactants needed to synthesize it. The reactants are: CC(C)(C)C(C1C(CC(C)(C)C(OCC)=O)=C(C(C2C=CC=CC=2)=O)N2C=1C=C(O)C=C2)=O.[Cl:34][C:35]1[CH:40]=[CH:39][C:38]([C:41]([C:43]2[N:51]3[C:46]([CH:47]=[C:48]([OH:52])[CH:49]=[CH:50]3)=[C:45]([C:53](=[O:58])[C:54]([CH3:57])([CH3:56])[CH3:55])[C:44]=2[CH2:59][C:60]([CH3:67])([CH3:66])[C:61]([O:63][CH2:64][CH3:65])=[O:62])=[O:42])=[CH:37][CH:36]=1.Cl.Cl[CH2:70][C:71]1[CH:80]=[CH:79][C:78]2[C:73](=[CH:74][CH:75]=[CH:76][CH:77]=2)[N:72]=1.C(=O)([O-])[O-].[K+].[K+]. (3) The reactants are: [N:1]1[CH:2]=[CH:3][N:4]2[C:9]=1[CH:8]=[CH:7][C:6]([O:10][C:11]1[CH:12]=[C:13]([CH:17]=[CH:18][CH:19]=1)[C:14]([OH:16])=O)=[N:5]2.[NH2:20][C:21]1[CH:26]=[CH:25][CH:24]=[CH:23][CH:22]=1.O.ON1C2C=CC=CC=2N=N1.Cl.CN(C)CCCN=C=NCC.C(N(CC)CC)C.[OH-].[Na+]. Given the product [N:1]1[CH:2]=[CH:3][N:4]2[C:9]=1[CH:8]=[CH:7][C:6]([O:10][C:11]1[CH:12]=[C:13]([CH:17]=[CH:18][CH:19]=1)[C:14]([NH:20][C:21]1[CH:26]=[CH:25][CH:24]=[CH:23][CH:22]=1)=[O:16])=[N:5]2, predict the reactants needed to synthesize it. (4) Given the product [NH2:3][C:4]1[C:9]2=[C:10]([C:21]3[S:22][C:23]4[C:29]([O:30][CH3:31])=[CH:28][C:27]([CH3:32])=[CH:26][C:24]=4[CH:25]=3)[C:11]([CH2:13][NH:14][CH2:15][C:16]([NH2:33])=[O:18])=[CH:12][N:8]2[N:7]=[CH:6][N:5]=1, predict the reactants needed to synthesize it. The reactants are: Cl.Cl.[NH2:3][C:4]1[C:9]2=[C:10]([C:21]3[S:22][C:23]4[C:29]([O:30][CH3:31])=[CH:28][C:27]([CH3:32])=[CH:26][C:24]=4[CH:25]=3)[C:11]([CH2:13][NH:14][CH2:15][C:16]([O:18]CC)=O)=[CH:12][N:8]2[N:7]=[CH:6][N:5]=1.[NH3:33]. (5) Given the product [F:19][C:20]([F:25])([F:24])[C:21]1[O:22][C:5]([CH:6]2[CH2:11][CH2:10][N:9]([C:12]([O:14][C:15]([CH3:18])([CH3:17])[CH3:16])=[O:13])[CH2:8][CH2:7]2)=[N:4][N:3]=1, predict the reactants needed to synthesize it. The reactants are: N1N[N:3]=[N:4][C:5]=1[CH:6]1[CH2:11][CH2:10][N:9]([C:12]([O:14][C:15]([CH3:18])([CH3:17])[CH3:16])=[O:13])[CH2:8][CH2:7]1.[F:19][C:20]([F:25])([F:24])[C:21](O)=[O:22].